Predict the product of the given reaction. From a dataset of Forward reaction prediction with 1.9M reactions from USPTO patents (1976-2016). Given the reactants C(O[C:6]([CH:8]1[CH2:12][CH2:11][CH2:10][N:9]1[C:13](=[O:29])[CH:14]([NH:16][C:17](=[O:28])[C:18]1[CH:23]=[C:22]([CH3:24])[C:21]([O:25][CH3:26])=[C:20]([CH3:27])[CH:19]=1)[CH3:15])=[O:7])(C)(C)C.C(OC(=O)[NH:35][CH:36]1[CH2:40][C:39](=[O:41])[O:38][CH:37]1[O:42][CH2:43][CH2:44][C:45]1[CH:50]=[CH:49][CH:48]=[CH:47]C=1)C=C.O=C1OC(OCCC2C=CC=CC=2)C(NC(C2CCCN2C(=O)C(NC(=O)C2C=CC(N)=C(Cl)C=2)C)=O)C1, predict the reaction product. The product is: [CH2:43]([O:42][CH:37]1[CH:36]([NH:35][C:6]([CH:8]2[CH2:12][CH2:11][CH2:10][N:9]2[C:13](=[O:29])[CH:14]([NH:16][C:17](=[O:28])[C:18]2[CH:23]=[C:22]([CH3:24])[C:21]([O:25][CH3:26])=[C:20]([CH3:27])[CH:19]=2)[CH3:15])=[O:7])[CH2:40][C:39](=[O:41])[O:38]1)[C:44]1[CH:45]=[CH:50][CH:49]=[CH:48][CH:47]=1.